The task is: Predict the product of the given reaction.. This data is from Forward reaction prediction with 1.9M reactions from USPTO patents (1976-2016). (1) Given the reactants C([Li])CCC.[CH2:6]([O:8][C:9]1[CH:17]=[CH:16][C:15]2[N:14]3[CH2:18][CH2:19][CH2:20][C:13]3=[C:12](I)[C:11]=2[CH:10]=1)[CH3:7].[C:22]([O:26][C:27]([N:29]1[C@@H:33]([CH3:34])[CH2:32]OS1(=O)=O)=[O:28])([CH3:25])([CH3:24])[CH3:23].C(O)(=O)CC(CC(O)=O)(C(O)=O)O, predict the reaction product. The product is: [C:22]([O:26][C:27](=[O:28])[NH:29][CH:33]([CH3:32])[CH2:34][C:12]1[C:11]2[CH:10]=[C:9]([O:8][CH2:6][CH3:7])[CH:17]=[CH:16][C:15]=2[N:14]2[CH2:18][CH2:19][CH2:20][C:13]=12)([CH3:25])([CH3:24])[CH3:23]. (2) Given the reactants [CH3:1][O:2][C:3]1[CH:4]=[C:5]([NH:19][C:20]2[N:25]=[CH:24][N:23]=[C:22]([C:26]3[CH:27]=[CH:28][C:29]([O:34][C@@H:35]4[CH2:39][CH2:38][NH:37][CH2:36]4)=[C:30]([CH:33]=3)[C:31]#[N:32])[N:21]=2)[CH:6]=[CH:7][C:8]=1[N:9]1[CH2:14][CH2:13][N:12]([CH:15]2[CH2:18][O:17][CH2:16]2)[CH2:11][CH2:10]1.[C:40](O)(=[O:43])[CH2:41][OH:42].C(N(CC)C(C)C)(C)C.CN(C(ON1N=NC2C=CC=NC1=2)=[N+](C)C)C.F[P-](F)(F)(F)(F)F, predict the reaction product. The product is: [OH:43][CH2:40][C:41]([N:37]1[CH2:38][CH2:39][C@@H:35]([O:34][C:29]2[CH:28]=[CH:27][C:26]([C:22]3[N:21]=[C:20]([NH:19][C:5]4[CH:6]=[CH:7][C:8]([N:9]5[CH2:10][CH2:11][N:12]([CH:15]6[CH2:16][O:17][CH2:18]6)[CH2:13][CH2:14]5)=[C:3]([O:2][CH3:1])[CH:4]=4)[N:25]=[CH:24][N:23]=3)=[CH:33][C:30]=2[C:31]#[N:32])[CH2:36]1)=[O:42]. (3) The product is: [CH3:17][O:16][C:13]1[CH:14]=[CH:15][C:10]([N:8]([CH3:9])[C:6]2[C:5]3[CH2:18][CH2:19][CH2:20][C:4]=3[N:3]=[C:2]([NH:23][CH3:21])[N:7]=2)=[CH:11][CH:12]=1. Given the reactants Cl[C:2]1[N:7]=[C:6]([N:8]([C:10]2[CH:15]=[CH:14][C:13]([O:16][CH3:17])=[CH:12][CH:11]=2)[CH3:9])[C:5]2[CH2:18][CH2:19][CH2:20][C:4]=2[N:3]=1.[CH2:21]([N:23](C(C)C)C(C)C)C.CN, predict the reaction product. (4) Given the reactants C1(P(C2CCCCC2)C2C=CC=CC=2C2C=CC=CC=2)CCCCC1.Br[C:27]1[C:36]2[C:31](=[CH:32][CH:33]=[CH:34][CH:35]=2)[CH:30]=[CH:29][C:28]=1[F:37].[C:38]([N:45]1[CH2:50][CH2:49][NH:48][CH2:47][CH2:46]1)([O:40][C:41]([CH3:44])([CH3:43])[CH3:42])=[O:39].CC([O-])(C)C.[Na+], predict the reaction product. The product is: [C:41]([O:40][C:38]([N:45]1[CH2:50][CH2:49][N:48]([C:27]2[C:36]3[C:31](=[CH:32][CH:33]=[CH:34][CH:35]=3)[CH:30]=[CH:29][C:28]=2[F:37])[CH2:47][CH2:46]1)=[O:39])([CH3:44])([CH3:42])[CH3:43]. (5) Given the reactants [OH:1][CH2:2][CH2:3][O:4][C:5]1[CH:10]=[CH:9][C:8]([C:11]2[C:16]([C:17]#[N:18])=[C:15]([SH:19])[N:14]=[C:13]([O:20][CH3:21])[C:12]=2[C:22]#[N:23])=[CH:7][CH:6]=1.Cl[CH2:25][C:26]1[CH:27]=[C:28]([CH:32]=[CH:33][CH:34]=1)[C:29]([OH:31])=[O:30].C(=O)(O)[O-].[Na+].O, predict the reaction product. The product is: [C:17]([C:16]1[C:15]([S:19][CH2:25][C:26]2[CH:27]=[C:28]([CH:32]=[CH:33][CH:34]=2)[C:29]([OH:31])=[O:30])=[N:14][C:13]([O:20][CH3:21])=[C:12]([C:22]#[N:23])[C:11]=1[C:8]1[CH:9]=[CH:10][C:5]([O:4][CH2:3][CH2:2][OH:1])=[CH:6][CH:7]=1)#[N:18]. (6) Given the reactants [C:1]([CH2:3]P(=O)(OCC)OCC)#[N:2].[H-].[Na+].[Cl:14][C:15]1[CH:33]=[C:32]([Cl:34])[C:31]([OH:35])=[CH:30][C:16]=1[O:17][C:18]1[N:22]([CH3:23])[N:21]=[C:20]([C:24]([F:27])([F:26])[F:25])[C:19]=1[CH:28]=O.[Cl-].[NH4+], predict the reaction product. The product is: [Cl:14][C:15]1[CH:33]=[C:32]([Cl:34])[C:31]([OH:35])=[CH:30][C:16]=1[O:17][C:18]1[N:22]([CH3:23])[N:21]=[C:20]([C:24]([F:26])([F:25])[F:27])[C:19]=1/[CH:28]=[CH:3]/[C:1]#[N:2].